This data is from Forward reaction prediction with 1.9M reactions from USPTO patents (1976-2016). The task is: Predict the product of the given reaction. Given the reactants [Br:1][CH2:2][CH2:3][CH2:4][CH2:5][CH2:6][CH2:7][CH2:8][CH2:9][CH2:10][CH2:11][CH2:12][CH2:13][CH2:14][CH2:15][CH2:16][OH:17].CN(C)C.[Si:22](Cl)([C:25]([CH3:28])([CH3:27])[CH3:26])([CH3:24])[CH3:23].CN(C1C=CC=CN=1)C.[Cl-].[NH4+], predict the reaction product. The product is: [Br:1][CH2:2][CH2:3][CH2:4][CH2:5][CH2:6][CH2:7][CH2:8][CH2:9][CH2:10][CH2:11][CH2:12][CH2:13][CH2:14][CH2:15][CH2:16][O:17][Si:22]([C:25]([CH3:28])([CH3:27])[CH3:26])([CH3:24])[CH3:23].